From a dataset of Reaction yield outcomes from USPTO patents with 853,638 reactions. Predict the reaction yield, written as a fraction of the theoretical maximum amount of product (1.0 means a 100% yield; for example, 0.34 means a 34% yield). (1) The yield is 0.940. The reactants are [C:1]([C:4]1[CH:9]=[CH:8][C:7]([S:10](Cl)(=[O:12])=[O:11])=[CH:6][CH:5]=1)(=[O:3])[CH3:2].[NH2:14][CH2:15][C:16]([OH:18])=[O:17].Cl. The catalyst is CC(C)=O.[OH-].[Na+].O. The product is [C:1]([C:4]1[CH:9]=[CH:8][C:7]([S:10]([NH:14][CH2:15][C:16]([OH:18])=[O:17])(=[O:12])=[O:11])=[CH:6][CH:5]=1)(=[O:3])[CH3:2]. (2) The reactants are Br[C:2]1[C:11]2[C:6](=[CH:7][CH:8]=[CH:9][CH:10]=2)[C:5]([F:12])=[CH:4][CH:3]=1.[Li]C(C)(C)C.[P:18](Cl)([O:23][CH2:24][CH3:25])([O:20][CH2:21][CH3:22])=[O:19]. The catalyst is O1CCCC1. The product is [CH2:21]([O:20][P:18]([C:2]1[C:11]2[C:6](=[CH:7][CH:8]=[CH:9][CH:10]=2)[C:5]([F:12])=[CH:4][CH:3]=1)(=[O:19])[O:23][CH2:24][CH3:25])[CH3:22]. The yield is 0.600. (3) The reactants are [OH:1][NH2:2].C([O:5][C:6](=O)[CH2:7][CH2:8][CH2:9][CH2:10][CH2:11][CH2:12][N:13]([C:20]1[CH:25]=[C:24]([C:26]2[CH:31]=[CH:30][CH:29]=[CH:28][CH:27]=2)[CH:23]=[CH:22][N:21]=1)[C:14]1[CH:19]=[CH:18][CH:17]=[CH:16][N:15]=1)C. The catalyst is CO.CN(C=O)C. The product is [OH:1][NH:2][C:6](=[O:5])[CH2:7][CH2:8][CH2:9][CH2:10][CH2:11][CH2:12][N:13]([C:20]1[CH:25]=[C:24]([C:26]2[CH:31]=[CH:30][CH:29]=[CH:28][CH:27]=2)[CH:23]=[CH:22][N:21]=1)[C:14]1[CH:19]=[CH:18][CH:17]=[CH:16][N:15]=1. The yield is 0.230. (4) The product is [CH:1]1[N:5]=[CH:4][N:3]([CH2:6][C:7]([P:9]([O-:12])([OH:11])=[O:10])([P:13]([O-:15])([OH:16])=[O:14])[OH:8])[CH:2]=1.[OH2:17].[OH2:8].[OH2:8].[OH2:8].[Na+:18].[Na+:18]. The yield is 0.230. The reactants are [CH:1]1[N:5]=[CH:4][N:3]([CH2:6][C:7]([P:13]([OH:16])([OH:15])=[O:14])([P:9]([OH:12])([OH:11])=[O:10])[OH:8])[CH:2]=1.[OH-:17].[Na+:18]. The catalyst is O. (5) The reactants are [Na].[CH2:2]([NH:9]/[C:10](=[C:18]1/[C:19]([CH2:31][C:32]([O:34]C)=O)=[N:20][N:21]([C:24]2[CH:29]=[CH:28][CH:27]=[CH:26][C:25]=2[Cl:30])[C:22]/1=[O:23])/[CH2:11][N:12]1[CH2:17][CH2:16][O:15][CH2:14][CH2:13]1)[C:3]1[CH:8]=[CH:7][CH:6]=[CH:5][CH:4]=1.Cl. The catalyst is CC(O)C. The product is [CH2:2]([N:9]1[C:32](=[O:34])[CH:31]=[C:19]2[NH:20][N:21]([C:24]3[CH:29]=[CH:28][CH:27]=[CH:26][C:25]=3[Cl:30])[C:22](=[O:23])[C:18]2=[C:10]1[CH2:11][N:12]1[CH2:13][CH2:14][O:15][CH2:16][CH2:17]1)[C:3]1[CH:8]=[CH:7][CH:6]=[CH:5][CH:4]=1. The yield is 0.120.